From a dataset of Forward reaction prediction with 1.9M reactions from USPTO patents (1976-2016). Predict the product of the given reaction. (1) The product is: [CH3:15][C:16]1[NH:17][C:18]2[C:23]([C:24]=1[CH:25]=[C:8]1[C:7]3[C:11](=[CH:12][CH:13]=[C:5]([S:2]([NH2:1])(=[O:4])=[O:3])[CH:6]=3)[NH:10][C:9]1=[O:14])=[CH:22][CH:21]=[CH:20][CH:19]=2. Given the reactants [NH2:1][S:2]([C:5]1[CH:6]=[C:7]2[C:11](=[CH:12][CH:13]=1)[NH:10][C:9](=[O:14])[CH2:8]2)(=[O:4])=[O:3].[CH3:15][C:16]1[NH:17][C:18]2[C:23]([C:24]=1[CH:25]=O)=[CH:22][CH:21]=[CH:20][CH:19]=2, predict the reaction product. (2) Given the reactants [CH3:1][C:2]1([CH3:14])[C:6]([CH3:8])([CH3:7])[O:5][B:4]([C:9]2[CH:10]=[N:11][NH:12][CH:13]=2)[O:3]1.[CH3:15]COC(C)=O, predict the reaction product. The product is: [CH3:15][N:12]1[CH:13]=[C:9]([B:4]2[O:5][C:6]([CH3:7])([CH3:8])[C:2]([CH3:14])([CH3:1])[O:3]2)[CH:10]=[N:11]1. (3) The product is: [NH2:35][C@@H:31]([CH:32]([CH3:34])[CH3:33])[C:30]([NH:29][C@@H:27]([CH3:28])[C:26]([NH:25][CH2:24]/[CH:23]=[CH:22]/[C:20]1[CH2:21][C@H:15]2[CH:14]=[N:13][C:12]3[CH:55]=[C:56]([O:57][CH2:58][CH2:59][CH2:60][O:61][C:62]4[C:63]([O:90][CH3:91])=[CH:64][C:65]5[C:71](=[O:72])[N:70]6[CH:73]=[C:74]([C:76]7[CH:81]=[CH:80][C:79]([N:82]8[CH2:83][CH2:84][N:85]([CH3:88])[CH2:86][CH2:87]8)=[CH:78][CH:77]=7)[CH2:75][C@H:69]6[CH:68]=[N:67][C:66]=5[CH:89]=4)[C:9]([O:8][CH3:7])=[CH:10][C:11]=3[C:17](=[O:18])[N:16]2[CH:19]=1)=[O:54])=[O:53]. Given the reactants N1CCCCC1.[CH3:7][O:8][C:9]1[C:56]([O:57][CH2:58][CH2:59][CH2:60][O:61][C:62]2[C:63]([O:90][CH3:91])=[CH:64][C:65]3[C:71](=[O:72])[N:70]4[CH:73]=[C:74]([C:76]5[CH:81]=[CH:80][C:79]([N:82]6[CH2:87][CH2:86][N:85]([CH3:88])[CH2:84][CH2:83]6)=[CH:78][CH:77]=5)[CH2:75][C@H:69]4[CH:68]=[N:67][C:66]=3[CH:89]=2)=[CH:55][C:12]2[N:13]=[CH:14][C@@H:15]3[CH2:21][C:20](/[CH:22]=[CH:23]/[CH2:24][NH:25][C:26](=[O:54])[C@@H:27]([NH:29][C:30](=[O:53])[C@H:31]([NH:35]C(=O)OCC4C5C=CC=CC=5C5C4=CC=CC=5)[CH:32]([CH3:34])[CH3:33])[CH3:28])=[CH:19][N:16]3[C:17](=[O:18])[C:11]=2[CH:10]=1, predict the reaction product. (4) Given the reactants [F:1][C:2]([CH3:29])([CH3:28])[CH2:3][N:4]1[CH2:9][CH2:8][CH:7]([CH2:10][O:11][C:12]2[CH:17]=[CH:16][C:15]([C:18]3[CH:27]=[CH:26][C:21]([C:22]([O:24]C)=[O:23])=[CH:20][N:19]=3)=[CH:14][CH:13]=2)[CH2:6][CH2:5]1.O.O[Li].O.Cl, predict the reaction product. The product is: [F:1][C:2]([CH3:29])([CH3:28])[CH2:3][N:4]1[CH2:9][CH2:8][CH:7]([CH2:10][O:11][C:12]2[CH:17]=[CH:16][C:15]([C:18]3[CH:27]=[CH:26][C:21]([C:22]([OH:24])=[O:23])=[CH:20][N:19]=3)=[CH:14][CH:13]=2)[CH2:6][CH2:5]1. (5) Given the reactants [Cl:1][C:2]1[C:3]([O:20][CH3:21])=[C:4]2[C:9](=[CH:10][CH:11]=1)[C:8](=[O:12])[C:7]([OH:17])([C:13]([F:16])([F:15])[F:14])[CH2:6][C:5]2([CH3:19])[CH3:18].[CH2:22]([Mg]Br)[C:23]1[CH:28]=[CH:27][CH:26]=[CH:25][CH:24]=1.[NH4+].[Cl-], predict the reaction product. The product is: [CH2:22]([C:8]1([OH:12])[C:9]2[C:4](=[C:3]([O:20][CH3:21])[C:2]([Cl:1])=[CH:11][CH:10]=2)[C:5]([CH3:18])([CH3:19])[CH2:6][C:7]1([C:13]([F:16])([F:15])[F:14])[OH:17])[C:23]1[CH:28]=[CH:27][CH:26]=[CH:25][CH:24]=1. (6) Given the reactants [CH3:1][N:2]1[C:6]2[CH:7]=[C:8]([NH:27]C(=O)C(F)(F)F)[C:9]([O:11][C:12]3[CH:13]=[C:14]([CH:24]=[CH:25][CH:26]=3)[O:15][CH2:16][CH2:17][CH2:18][CH2:19][C:20]([O:22]C)=[O:21])=[CH:10][C:5]=2[N:4]([CH3:34])[C:3]1=[O:35].[OH-].[Na+], predict the reaction product. The product is: [NH2:27][C:8]1[C:9]([O:11][C:12]2[CH:13]=[C:14]([CH:24]=[CH:25][CH:26]=2)[O:15][CH2:16][CH2:17][CH2:18][CH2:19][C:20]([OH:22])=[O:21])=[CH:10][C:5]2[N:4]([CH3:34])[C:3](=[O:35])[N:2]([CH3:1])[C:6]=2[CH:7]=1.